Dataset: Peptide-MHC class I binding affinity with 185,985 pairs from IEDB/IMGT. Task: Regression. Given a peptide amino acid sequence and an MHC pseudo amino acid sequence, predict their binding affinity value. This is MHC class I binding data. (1) The peptide sequence is VGNVYVKP. The MHC is Mamu-B52 with pseudo-sequence Mamu-B52. The binding affinity (normalized) is 0.224. (2) The peptide sequence is QTHFPQFYW. The MHC is HLA-B58:01 with pseudo-sequence HLA-B58:01. The binding affinity (normalized) is 0.771. (3) The peptide sequence is SGIVCPGL. The MHC is H-2-Kb with pseudo-sequence H-2-Kb. The binding affinity (normalized) is 0.204. (4) The binding affinity (normalized) is 0.0847. The MHC is HLA-A03:01 with pseudo-sequence HLA-A03:01. The peptide sequence is VYQRGTHPF.